Dataset: Reaction yield outcomes from USPTO patents with 853,638 reactions. Task: Predict the reaction yield, written as a fraction of the theoretical maximum amount of product (1.0 means a 100% yield; for example, 0.34 means a 34% yield). (1) The reactants are [Cl:1]/[C:2](/[C:6]1[CH:11]=[CH:10][C:9]([Cl:12])=[CH:8][CH:7]=1)=[CH:3]\[CH2:4]O.S(Cl)([Cl:15])=O. The catalyst is C1(C)C=CC=CC=1.CN(C)C=O. The product is [Cl:12][C:9]1[CH:10]=[CH:11][C:6](/[C:2](/[Cl:1])=[CH:3]/[CH2:4][Cl:15])=[CH:7][CH:8]=1. The yield is 1.00. (2) The reactants are [Cl:1][C:2]1[CH:7]=[C:6]([NH:8][C:9]2[CH:14]=[CH:13][CH:12]=[C:11]([N+:15]([O-:17])=[O:16])[CH:10]=2)[CH:5]=[CH:4][N:3]=1.CCN(CC)CC.[O:25](C(OC(C)(C)C)=O)[C:26]([O:28][C:29]([CH3:32])([CH3:31])[CH3:30])=O. The catalyst is C1COCC1.CN(C1C=CN=CC=1)C. The product is [Cl:1][C:2]1[CH:7]=[C:6]([N:8]([C:9]2[CH:14]=[CH:13][CH:12]=[C:11]([N+:15]([O-:17])=[O:16])[CH:10]=2)[C:26](=[O:25])[O:28][C:29]([CH3:32])([CH3:31])[CH3:30])[CH:5]=[CH:4][N:3]=1. The yield is 0.965.